Dataset: Reaction yield outcomes from USPTO patents with 853,638 reactions. Task: Predict the reaction yield, written as a fraction of the theoretical maximum amount of product (1.0 means a 100% yield; for example, 0.34 means a 34% yield). (1) The reactants are [C:1]([O:5][CH2:6][C:7]#[CH:8])(=[O:4])[CH:2]=[CH2:3].[CH2:9]([N:25]=[N+:26]=[N-:27])[CH2:10][CH2:11][CH2:12][CH2:13][CH2:14][CH2:15][CH2:16][CH2:17][CH2:18][CH2:19][CH2:20][CH2:21][CH2:22][CH2:23][CH3:24].O. The catalyst is CN(C=O)C. The product is [CH2:9]([N:25]1[CH:8]=[C:7]([CH2:6][O:5][C:1](=[O:4])[CH:2]=[CH2:3])[N:27]=[N:26]1)[CH2:10][CH2:11][CH2:12][CH2:13][CH2:14][CH2:15][CH2:16][CH2:17][CH2:18][CH2:19][CH2:20][CH2:21][CH2:22][CH2:23][CH3:24]. The yield is 0.850. (2) The reactants are [NH:1]1[CH2:11][CH2:10][CH:4](C(OCC)=O)[CH2:3][CH2:2]1.[C:12](O[C:12]([O:14][C:15]([CH3:18])([CH3:17])[CH3:16])=[O:13])([O:14][C:15]([CH3:18])([CH3:17])[CH3:16])=[O:13]. The catalyst is O1CCCC1. The product is [C:12]([N:1]1[CH2:2][CH2:3][CH2:4][CH2:10][CH2:11]1)([O:14][C:15]([CH3:18])([CH3:17])[CH3:16])=[O:13]. The yield is 1.00. (3) The reactants are O[Li].O.[Cl:4][C:5]1[CH:6]=[C:7]([C:12]2([C:30]([F:33])([F:32])[F:31])[O:16][N:15]=[C:14]([C:17]3[S:29][C:20]4=[N:21][CH:22]=[C:23]([C:25]([O:27]C)=[O:26])[CH:24]=[C:19]4[CH:18]=3)[CH2:13]2)[CH:8]=[C:9]([Cl:11])[CH:10]=1.Cl. The catalyst is O.C1COCC1. The product is [Cl:11][C:9]1[CH:8]=[C:7]([C:12]2([C:30]([F:32])([F:31])[F:33])[O:16][N:15]=[C:14]([C:17]3[S:29][C:20]4=[N:21][CH:22]=[C:23]([C:25]([OH:27])=[O:26])[CH:24]=[C:19]4[CH:18]=3)[CH2:13]2)[CH:6]=[C:5]([Cl:4])[CH:10]=1. The yield is 0.739. (4) The reactants are [CH2:1]([C:8]12[CH2:27][CH:26]([C:28]#[N:29])[C:25](=[O:30])[CH:24]([CH3:31])[CH:9]1[CH2:10][CH2:11][C:12]1[C:16]2=[N:15][N:14]([CH3:17])[C:13]=1[C:18]1[CH:23]=[CH:22][CH:21]=[CH:20][CH:19]=1)[C:2]1[CH:7]=[CH:6][CH:5]=[CH:4][CH:3]=1.BrN1C(C)(C)C(=O)N(Br)C1=O.N1C=CC=CC=1. The catalyst is CN(C)C=O. The product is [CH2:1]([C:8]12[CH:27]=[C:26]([C:28]#[N:29])[C:25](=[O:30])[CH:24]([CH3:31])[CH:9]1[CH2:10][CH2:11][C:12]1[C:16]2=[N:15][N:14]([CH3:17])[C:13]=1[C:18]1[CH:19]=[CH:20][CH:21]=[CH:22][CH:23]=1)[C:2]1[CH:7]=[CH:6][CH:5]=[CH:4][CH:3]=1. The yield is 0.750. (5) The reactants are [CH2:1]([O:8][C:9]1[C:10]([CH3:27])=[C:11]([CH:15](OC)[C:16]2[C:24]3[C:19](=[N:20][CH:21]=[CH:22][CH:23]=3)[NH:18][CH:17]=2)[CH:12]=[CH:13][CH:14]=1)[C:2]1[CH:7]=[CH:6][CH:5]=[CH:4][CH:3]=1.FC(F)(F)C(O)=O.C([SiH](CC)CC)C. The catalyst is C(#N)C. The product is [CH2:1]([O:8][C:9]1[C:10]([CH3:27])=[C:11]([CH:12]=[CH:13][CH:14]=1)[CH2:15][C:16]1[C:24]2[C:19](=[N:20][CH:21]=[CH:22][CH:23]=2)[NH:18][CH:17]=1)[C:2]1[CH:3]=[CH:4][CH:5]=[CH:6][CH:7]=1. The yield is 0.750.